Dataset: NCI-60 drug combinations with 297,098 pairs across 59 cell lines. Task: Regression. Given two drug SMILES strings and cell line genomic features, predict the synergy score measuring deviation from expected non-interaction effect. (1) Drug 1: C1CC(=O)NC(=O)C1N2CC3=C(C2=O)C=CC=C3N. Drug 2: CCC1=CC2CC(C3=C(CN(C2)C1)C4=CC=CC=C4N3)(C5=C(C=C6C(=C5)C78CCN9C7C(C=CC9)(C(C(C8N6C)(C(=O)OC)O)OC(=O)C)CC)OC)C(=O)OC.C(C(C(=O)O)O)(C(=O)O)O. Cell line: HOP-62. Synergy scores: CSS=21.3, Synergy_ZIP=-0.686, Synergy_Bliss=-0.286, Synergy_Loewe=-18.8, Synergy_HSA=1.62. (2) Drug 1: C1CC(=O)NC(=O)C1N2CC3=C(C2=O)C=CC=C3N. Drug 2: CCCS(=O)(=O)NC1=C(C(=C(C=C1)F)C(=O)C2=CNC3=C2C=C(C=N3)C4=CC=C(C=C4)Cl)F. Cell line: MOLT-4. Synergy scores: CSS=-9.61, Synergy_ZIP=3.05, Synergy_Bliss=-0.823, Synergy_Loewe=-6.81, Synergy_HSA=-5.55. (3) Drug 1: CN(CCCl)CCCl.Cl. Drug 2: CS(=O)(=O)OCCCCOS(=O)(=O)C. Cell line: SK-OV-3. Synergy scores: CSS=8.99, Synergy_ZIP=-3.01, Synergy_Bliss=-1.25, Synergy_Loewe=-11.6, Synergy_HSA=-1.49. (4) Drug 1: CS(=O)(=O)C1=CC(=C(C=C1)C(=O)NC2=CC(=C(C=C2)Cl)C3=CC=CC=N3)Cl. Drug 2: C1CC(=O)NC(=O)C1N2C(=O)C3=CC=CC=C3C2=O. Cell line: MDA-MB-435. Synergy scores: CSS=1.20, Synergy_ZIP=12.4, Synergy_Bliss=7.67, Synergy_Loewe=0.949, Synergy_HSA=0.0153. (5) Drug 1: CN1C2=C(C=C(C=C2)N(CCCl)CCCl)N=C1CCCC(=O)O.Cl. Drug 2: C1CNP(=O)(OC1)N(CCCl)CCCl. Cell line: NCIH23. Synergy scores: CSS=-1.95, Synergy_ZIP=3.30, Synergy_Bliss=1.26, Synergy_Loewe=-5.57, Synergy_HSA=-5.16. (6) Synergy scores: CSS=34.5, Synergy_ZIP=-10.2, Synergy_Bliss=-0.772, Synergy_Loewe=1.86, Synergy_HSA=2.73. Drug 1: CC1=C(C(=CC=C1)Cl)NC(=O)C2=CN=C(S2)NC3=CC(=NC(=N3)C)N4CCN(CC4)CCO. Drug 2: C(CCl)NC(=O)N(CCCl)N=O. Cell line: MDA-MB-231. (7) Drug 1: C1=CC=C(C(=C1)C(C2=CC=C(C=C2)Cl)C(Cl)Cl)Cl. Drug 2: CC1C(C(CC(O1)OC2CC(CC3=C2C(=C4C(=C3O)C(=O)C5=CC=CC=C5C4=O)O)(C(=O)C)O)N)O. Cell line: NCI-H322M. Synergy scores: CSS=47.8, Synergy_ZIP=-2.82, Synergy_Bliss=-2.22, Synergy_Loewe=-32.8, Synergy_HSA=-0.630. (8) Drug 1: CC1CCC2CC(C(=CC=CC=CC(CC(C(=O)C(C(C(=CC(C(=O)CC(OC(=O)C3CCCCN3C(=O)C(=O)C1(O2)O)C(C)CC4CCC(C(C4)OC)O)C)C)O)OC)C)C)C)OC. Drug 2: CC=C1C(=O)NC(C(=O)OC2CC(=O)NC(C(=O)NC(CSSCCC=C2)C(=O)N1)C(C)C)C(C)C. Cell line: MALME-3M. Synergy scores: CSS=50.6, Synergy_ZIP=-0.829, Synergy_Bliss=0.827, Synergy_Loewe=-19.8, Synergy_HSA=1.61. (9) Drug 1: C1CN1C2=NC(=NC(=N2)N3CC3)N4CC4. Drug 2: CCC1=CC2CC(C3=C(CN(C2)C1)C4=CC=CC=C4N3)(C5=C(C=C6C(=C5)C78CCN9C7C(C=CC9)(C(C(C8N6C)(C(=O)OC)O)OC(=O)C)CC)OC)C(=O)OC.C(C(C(=O)O)O)(C(=O)O)O. Cell line: SK-OV-3. Synergy scores: CSS=58.5, Synergy_ZIP=-2.78, Synergy_Bliss=-2.18, Synergy_Loewe=-0.966, Synergy_HSA=2.22.